Dataset: Reaction yield outcomes from USPTO patents with 853,638 reactions. Task: Predict the reaction yield, written as a fraction of the theoretical maximum amount of product (1.0 means a 100% yield; for example, 0.34 means a 34% yield). (1) The reactants are Br[CH2:2][C:3]([NH:5][C:6]1[CH:11]=[C:10]([O:12][CH3:13])[C:9]([O:14][CH3:15])=[CH:8][C:7]=1[C:16](=O)[CH2:17][C:18]1[CH:23]=[CH:22][C:21]([Cl:24])=[C:20]([Cl:25])[CH:19]=1)=[O:4].[NH3:27]. The catalyst is CO.ClCCl. The product is [Cl:25][C:20]1[CH:19]=[C:18]([CH:23]=[CH:22][C:21]=1[Cl:24])[CH2:17][C:16]1[C:7]2[CH:8]=[C:9]([O:14][CH3:15])[C:10]([O:12][CH3:13])=[CH:11][C:6]=2[NH:5][C:3](=[O:4])[CH2:2][N:27]=1. The yield is 0.350. (2) The yield is 0.348. The catalyst is O1CCCC1. The product is [Cl:1][C:2]1[CH:7]=[CH:6][CH:5]=[CH:4][C:3]=1[N:8]1[C:16]2[CH2:15][CH2:14][NH:13][CH2:12][C:11]=2[C:10]([CH3:18])=[C:9]1[C:19]1[CH:20]=[CH:21][C:22]([Cl:25])=[CH:23][CH:24]=1. The reactants are [Cl:1][C:2]1[CH:7]=[CH:6][CH:5]=[CH:4][C:3]=1[N:8]1[C:16]2[CH2:15][CH2:14][NH:13][C:12](=O)[C:11]=2[C:10]([CH3:18])=[C:9]1[C:19]1[CH:24]=[CH:23][C:22]([Cl:25])=[CH:21][CH:20]=1.CO. (3) The catalyst is CN(C=O)C.[Cl-].[Na+].O. The yield is 0.640. The product is [Cl:26][C:19]1[C:16]2[CH:17]=[N:18][C:13]([NH:12][C:10](=[O:11])[C:9]3[CH:24]=[CH:25][C:6]([C@:3]([OH:5])([CH3:4])[CH2:2][OH:1])=[CH:7][CH:8]=3)=[CH:14][C:15]=2[N:21]([CH2:22][CH3:23])[CH:20]=1. The reactants are [OH:1][CH2:2][C@@:3]([C:6]1[CH:25]=[CH:24][C:9]([C:10]([NH:12][C:13]2[N:18]=[CH:17][C:16]3[CH:19]=[CH:20][N:21]([CH2:22][CH3:23])[C:15]=3[CH:14]=2)=[O:11])=[CH:8][CH:7]=1)([OH:5])[CH3:4].[Cl:26]N1C(=O)CCC1=O.CCOCC. (4) The reactants are [C:1]([O:5][C:6]([N:8]1[CH2:12][CH2:11][C:10]([C:14]2[CH:19]=[C:18]([F:20])[CH:17]=[C:16]([Cl:21])[CH:15]=2)([OH:13])[CH2:9]1)=[O:7])([CH3:4])([CH3:3])[CH3:2].[H-].[Na+].I[CH3:25]. The catalyst is O1CCCC1. The product is [Cl:21][C:16]1[CH:15]=[C:14]([C:10]2([O:13][CH3:25])[CH2:11][CH2:12][N:8]([C:6]([O:5][C:1]([CH3:4])([CH3:2])[CH3:3])=[O:7])[CH2:9]2)[CH:19]=[C:18]([F:20])[CH:17]=1. The yield is 0.710.